This data is from Forward reaction prediction with 1.9M reactions from USPTO patents (1976-2016). The task is: Predict the product of the given reaction. (1) The product is: [F:24][C:23]([F:26])([F:25])[CH2:22][O:11][C:1]1[C:10]2[C:5](=[CH:6][CH:7]=[CH:8][CH:9]=2)[CH:4]=[CH:3][CH:2]=1. Given the reactants [C:1]1([OH:11])[C:10]2[C:5](=[CH:6][CH:7]=[CH:8][CH:9]=2)[CH:4]=[CH:3][CH:2]=1.C1(C)C=CC(S(O[CH2:22][C:23]([F:26])([F:25])[F:24])(=O)=O)=CC=1.C(=O)([O-])[O-].[K+].[K+].CS(C)=O, predict the reaction product. (2) Given the reactants S1C2C=CC=CC=2N=C1NN=CC1OC([N+]([O-])=O)=CC=1.[N+:21]([C:24]1[S:28][C:27]([CH:29]=O)=[CH:26][CH:25]=1)([O-:23])=[O:22].[NH:31]([C:33]1[S:34][C:35]2[CH:41]=[C:40]([N+:42]([O-:44])=[O:43])[CH:39]=[CH:38][C:36]=2[N:37]=1)[NH2:32], predict the reaction product. The product is: [N+:42]([C:40]1[CH:39]=[CH:38][C:36]2[N:37]=[C:33]([NH:31][N:32]=[CH:29][C:27]3[S:28][C:24]([N+:21]([O-:23])=[O:22])=[CH:25][CH:26]=3)[S:34][C:35]=2[CH:41]=1)([O-:44])=[O:43].